From a dataset of Forward reaction prediction with 1.9M reactions from USPTO patents (1976-2016). Predict the product of the given reaction. (1) Given the reactants [S:1]1[CH:5]=[CH:4][N:3]=[CH:2]1.[Li]CCCC.[CH:11]1([C:14]2[N:18](C(OC(C)(C)C)=O)[C:17]3[CH:26]=[C:27]([C:36]4[C:37]([CH3:42])=[N:38][O:39][C:40]=4[CH3:41])[CH:28]=[C:29]([C:30](=[O:35])N(OC)C)[C:16]=3[N:15]=2)[CH2:13][CH2:12]1, predict the reaction product. The product is: [CH:11]1([C:14]2[NH:18][C:17]3[CH:26]=[C:27]([C:36]4[C:37]([CH3:42])=[N:38][O:39][C:40]=4[CH3:41])[CH:28]=[C:29]([C:30]([C:2]4[S:1][CH:5]=[CH:4][N:3]=4)=[O:35])[C:16]=3[N:15]=2)[CH2:12][CH2:13]1. (2) Given the reactants O[CH2:2][C:3]1[CH:8]=[CH:7][C:6]([OH:9])=[CH:5][CH:4]=1.[N+:10]([CH:13]([CH3:15])[CH3:14])([O-:12])=[O:11].CC(C)([O-])C.[K+], predict the reaction product. The product is: [CH3:14][C:13]([N+:10]([O-:12])=[O:11])([CH3:15])[CH2:2][C:3]1[CH:8]=[CH:7][C:6]([OH:9])=[CH:5][CH:4]=1. (3) The product is: [Br:1][C:2]1[CH:11]=[CH:10][C:9]([F:12])=[CH:8][C:3]=1[CH2:4][OH:5]. Given the reactants [Br:1][C:2]1[CH:11]=[CH:10][C:9]([F:12])=[CH:8][C:3]=1[C:4](OC)=[O:5].[BH4-].[Na+].CO.O, predict the reaction product. (4) Given the reactants Br[CH2:2][C:3]1[O:4][C:5]2[CH:11]=[CH:10][CH:9]=[CH:8][C:6]=2[CH:7]=1.[CH3:12][O:13][C:14]1[CH:19]=[C:18]([B:20]2[O:24][C:23]([CH3:26])([CH3:25])[C:22]([CH3:28])([CH3:27])[O:21]2)[CH:17]=[CH:16][C:15]=1[OH:29], predict the reaction product. The product is: [CH3:12][O:13][C:14]1[CH:19]=[C:18]([B:20]2[O:24][C:23]([CH3:26])([CH3:25])[C:22]([CH3:28])([CH3:27])[O:21]2)[CH:17]=[CH:16][C:15]=1[O:29][CH2:2][C:3]1[O:4][C:5]2[CH:11]=[CH:10][CH:9]=[CH:8][C:6]=2[CH:7]=1.